Task: Predict the product of the given reaction.. Dataset: Forward reaction prediction with 1.9M reactions from USPTO patents (1976-2016) (1) Given the reactants [I:1][C:2]1[CH:7]=[CH:6][C:5]([NH:8][N:9]=[C:10]([C:16]([O:18]CC)=[O:17])[C:11]([O:13]CC)=[O:12])=[C:4]([CH3:21])[CH:3]=1.[OH-].[Na+].O.Cl, predict the reaction product. The product is: [I:1][C:2]1[CH:7]=[CH:6][C:5]([NH:8][N:9]=[C:10]([C:11]([OH:13])=[O:12])[C:16]([OH:18])=[O:17])=[C:4]([CH3:21])[CH:3]=1. (2) Given the reactants [Si]([O:8][CH2:9][C:10]1[CH:15]=[CH:14][CH:13]=[CH:12][C:11]=1[NH:16][C:17]1[N:25]=[C:24]2[C:20]([NH:21][C:22](=[O:34])[N:23]2[C:26]2[CH:31]=[CH:30][CH:29]=[CH:28][C:27]=2[O:32][CH3:33])=[C:19]([C:35]([O:37]CC)=O)[N:18]=1)(C(C)(C)C)(C)C.[NH2:40]C1C(C(OCC)=O)=NC(NC2C=CC=C(CO[Si](C(C)(C)C)(C)C)C=2)=NC=1NC1C=CC=CC=1OC, predict the reaction product. The product is: [OH:8][CH2:9][C:10]1[CH:15]=[CH:14][CH:13]=[CH:12][C:11]=1[NH:16][C:17]1[N:25]=[C:24]2[C:20]([NH:21][C:22](=[O:34])[N:23]2[C:26]2[CH:31]=[CH:30][CH:29]=[CH:28][C:27]=2[O:32][CH3:33])=[C:19]([C:35]([NH2:40])=[O:37])[N:18]=1. (3) Given the reactants [Cl:1][C:2]1[CH:11]=[C:10]2[C:5]([CH:6]=[CH:7][C:8]([CH3:12])=[N:9]2)=[CH:4][C:3]=1[OH:13].[Br:14]Br, predict the reaction product. The product is: [Br:14][C:4]1[C:3]([OH:13])=[C:2]([Cl:1])[CH:11]=[C:10]2[C:5]=1[CH:6]=[CH:7][C:8]([CH3:12])=[N:9]2. (4) Given the reactants [NH2:1][C:2]1[CH:3]=[CH:4][C:5]([O:25][CH3:26])=[C:6]([NH:8][S:9]([C:12]2[CH:17]=[CH:16][C:15]([C:18]3[O:19][C:20]([CH3:23])=[CH:21][CH:22]=3)=[C:14]([F:24])[CH:13]=2)(=[O:11])=[O:10])[CH:7]=1.C(N(CC)C(C)C)(C)C.[CH3:36][C:37]([O:40][C:41]([NH:43][C@@H:44]([CH2:48][CH3:49])[C:45](O)=[O:46])=[O:42])([CH3:39])[CH3:38].CN(C(ON1N=NC2C=CC=CC1=2)=[N+](C)C)C.F[P-](F)(F)(F)(F)F, predict the reaction product. The product is: [F:24][C:14]1[CH:13]=[C:12]([S:9]([NH:8][C:6]2[CH:7]=[C:2]([NH:1][C:45]([C@@H:44]([NH:43][C:41](=[O:42])[O:40][C:37]([CH3:39])([CH3:38])[CH3:36])[CH2:48][CH3:49])=[O:46])[CH:3]=[CH:4][C:5]=2[O:25][CH3:26])(=[O:11])=[O:10])[CH:17]=[CH:16][C:15]=1[C:18]1[O:19][C:20]([CH3:23])=[CH:21][CH:22]=1. (5) The product is: [O:1]=[C:2]1[C:8]2[CH2:9][CH2:10][CH:11]=[CH:12][C:7]=2[O:6][C:5]2[CH:13]=[CH:14][CH:15]=[CH:16][C:4]=2[N:3]1[CH2:17][C:18]1[CH:19]=[CH:20][C:21]([CH2:24][CH2:25][C:26]([O:28][CH2:29][CH3:30])=[O:27])=[CH:22][CH:23]=1. Given the reactants [O:1]=[C:2]1[C:8]2[CH:9]=[CH:10][CH:11]=[CH:12][C:7]=2[O:6][C:5]2[CH:13]=[CH:14][CH:15]=[CH:16][C:4]=2[N:3]1[CH2:17][C:18]1[CH:23]=[CH:22][C:21](/[CH:24]=[CH:25]/[C:26]([O:28][CH2:29][CH3:30])=[O:27])=[CH:20][CH:19]=1.[H][H], predict the reaction product. (6) Given the reactants [C:1]([C:3]1[C:4]([N:18]2[CH2:23][CH2:22][CH:21]([C:24](O)=[O:25])[CH2:20][CH2:19]2)=[N:5][C:6]([C:14]([F:17])([F:16])[F:15])=[C:7]([C:9]([O:11][CH2:12][CH3:13])=[O:10])[CH:8]=1)#[N:2].[F:27][C:28]1[CH:33]=[CH:32][C:31]([CH2:34][S:35]([NH2:38])(=[O:37])=[O:36])=[CH:30][CH:29]=1, predict the reaction product. The product is: [C:1]([C:3]1[C:4]([N:18]2[CH2:19][CH2:20][CH:21]([C:24]([NH:38][S:35]([CH2:34][C:31]3[CH:32]=[CH:33][C:28]([F:27])=[CH:29][CH:30]=3)(=[O:37])=[O:36])=[O:25])[CH2:22][CH2:23]2)=[N:5][C:6]([C:14]([F:15])([F:17])[F:16])=[C:7]([CH:8]=1)[C:9]([O:11][CH2:12][CH3:13])=[O:10])#[N:2]. (7) Given the reactants [F:1][C:2]([F:27])([F:26])[C:3]1[CH:8]=[C:7]([C:9]2[S:13][C:12]3[CH:14]=[C:15]([CH:18]=O)[CH:16]=[CH:17][C:11]=3[CH:10]=2)[CH:6]=[CH:5][C:4]=1[C:20]1[CH:25]=[CH:24][CH:23]=[CH:22][CH:21]=1.[NH2:28][CH2:29][CH2:30][C:31]([OH:33])=[O:32].CCN(CC)CC.[BH4-].[Na+], predict the reaction product. The product is: [F:27][C:2]([F:1])([F:26])[C:3]1[CH:8]=[C:7]([C:9]2[S:13][C:12]3[CH:14]=[C:15]([CH2:18][NH:28][CH2:29][CH2:30][C:31]([OH:33])=[O:32])[CH:16]=[CH:17][C:11]=3[CH:10]=2)[CH:6]=[CH:5][C:4]=1[C:20]1[CH:25]=[CH:24][CH:23]=[CH:22][CH:21]=1. (8) Given the reactants [NH2:1][C:2]1[C:10]([C:11]([OH:13])=[O:12])=[C:9]2[C:5]([C:6]([Br:14])=[N:7][NH:8]2)=[CH:4][C:3]=1[Cl:15].[Cl:16][C:17]1[C:18]([N:23]2[C:27]([C:28](O)=O)=[CH:26][C:25]([O:31][CH3:32])=[N:24]2)=[N:19][CH:20]=[CH:21][CH:22]=1.N1C=CC=CC=1.CS(Cl)(=O)=O, predict the reaction product. The product is: [Br:14][C:6]1[C:5]2=[CH:4][C:3]([Cl:15])=[C:2]3[C:10]([C:11](=[O:13])[O:12][C:28]([C:27]4[N:23]([C:18]5[C:17]([Cl:16])=[CH:22][CH:21]=[CH:20][N:19]=5)[N:24]=[C:25]([O:31][CH3:32])[CH:26]=4)=[N:1]3)=[C:9]2[NH:8][N:7]=1. (9) Given the reactants [CH3:1][C@@H:2]1[N:7]([C:8]2[N:13]=[CH:12][C:11]([C:14]([OH:20])([CH3:19])[C:15]([F:18])([F:17])[F:16])=[CH:10][N:9]=2)[CH2:6][CH2:5][N:4](C([O-])=O)[CH2:3]1.CCOC(C)=O.[ClH:30], predict the reaction product. The product is: [ClH:30].[ClH:30].[F:18][C:15]([F:16])([F:17])[C:14]([C:11]1[CH:10]=[N:9][C:8]([N:7]2[CH2:6][CH2:5][NH:4][CH2:3][C@@H:2]2[CH3:1])=[N:13][CH:12]=1)([OH:20])[CH3:19]. (10) Given the reactants [N+:1]([C:4]1[CH:9]=[CH:8][CH:7]=[CH:6][C:5]=1[S:10]([NH:13][CH2:14][CH2:15][CH3:16])(=[O:12])=[O:11])([O-])=O, predict the reaction product. The product is: [NH2:1][C:4]1[CH:9]=[CH:8][CH:7]=[CH:6][C:5]=1[S:10]([NH:13][CH2:14][CH2:15][CH3:16])(=[O:12])=[O:11].